This data is from In vitro SARS-CoV-2 activity screen of 1,480 approved drugs from Prestwick library. The task is: Binary Classification. Given a drug SMILES string, predict its activity (active/inactive) in a high-throughput screening assay against a specified biological target. The compound is CCN(CC)CCOC(=O)C(Cc1cccc2ccccc12)CC1CCCO1.O=C(O)C(=O)O. The result is 0 (inactive).